From a dataset of Full USPTO retrosynthesis dataset with 1.9M reactions from patents (1976-2016). Predict the reactants needed to synthesize the given product. (1) Given the product [F:1][C:2]1[CH:7]=[CH:6][C:5]([CH:8]2[CH2:9][CH2:10][N:11]([C:14]([O:16][C:17]([CH3:20])([CH3:19])[CH3:18])=[O:15])[CH2:12][CH2:13]2)=[CH:4][C:3]=1[C:21]([O:23][CH3:24])=[O:22], predict the reactants needed to synthesize it. The reactants are: [F:1][C:2]1[CH:7]=[CH:6][C:5]([C:8]2[CH2:9][CH2:10][N:11]([C:14]([O:16][C:17]([CH3:20])([CH3:19])[CH3:18])=[O:15])[CH2:12][CH:13]=2)=[CH:4][C:3]=1[C:21]([O:23][CH3:24])=[O:22].[H][H]. (2) Given the product [Cl:32][C:25]1[CH:24]=[C:23]([C:20]2[CH:21]=[CH:22][N:18]([CH2:17][C@@H:16]([NH:15][C:10]([C:8]3[O:7][N:6]=[C:5]([C:2]([OH:1])([CH3:3])[CH3:4])[N:9]=3)=[O:12])[CH3:33])[N:19]=2)[CH:30]=[C:29]([F:31])[C:26]=1[C:27]#[N:28], predict the reactants needed to synthesize it. The reactants are: [OH:1][C:2]([C:5]1[N:9]=[C:8]([C:10]([O:12]CC)=O)[O:7][N:6]=1)([CH3:4])[CH3:3].[NH2:15][C@@H:16]([CH3:33])[CH2:17][N:18]1[CH:22]=[CH:21][C:20]([C:23]2[CH:30]=[C:29]([F:31])[C:26]([C:27]#[N:28])=[C:25]([Cl:32])[CH:24]=2)=[N:19]1. (3) Given the product [Cl:1][C:2]1[C:3]2[C:10]([I:11])=[CH:9][N:8]([CH:13]3[CH2:18][CH2:17][N:16]([C:19]([O:21][C:22]([CH3:25])([CH3:24])[CH3:23])=[O:20])[CH2:15][CH2:14]3)[C:4]=2[N:5]=[CH:6][N:7]=1, predict the reactants needed to synthesize it. The reactants are: [Cl:1][C:2]1[C:3]2[C:10]([I:11])=[CH:9][NH:8][C:4]=2[N:5]=[CH:6][N:7]=1.O[CH:13]1[CH2:18][CH2:17][N:16]([C:19]([O:21][C:22]([CH3:25])([CH3:24])[CH3:23])=[O:20])[CH2:15][CH2:14]1.C1(P(C2C=CC=CC=2)C2C=CC=CC=2)C=CC=CC=1.CCOC(/N=N/C(OCC)=O)=O. (4) Given the product [F:8][C:6]1[CH:5]=[C:4]([C:9]2[C:17]3[C:12](=[CH:13][C:14]([O:18][CH2:45][CH2:46][CH:47]4[CH2:48][CH2:49][N:50]([C:53]([O:55][C:56]([CH3:57])([CH3:59])[CH3:58])=[O:54])[CH2:51][CH2:52]4)=[CH:15][CH:16]=3)[C:11](=[O:19])[C:10]=2[C:20]2[CH:21]=[N:22][CH:23]=[CH:24][CH:25]=2)[CH:3]=[C:2]([F:1])[CH:7]=1, predict the reactants needed to synthesize it. The reactants are: [F:1][C:2]1[CH:3]=[C:4]([C:9]2[C:17]3[C:12](=[CH:13][C:14]([OH:18])=[CH:15][CH:16]=3)[C:11](=[O:19])[C:10]=2[C:20]2[CH:21]=[N:22][CH:23]=[CH:24][CH:25]=2)[CH:5]=[C:6]([F:8])[CH:7]=1.BrC1C(=O)C2C(C=1C1C=CC=CC=1)=CC=C(O)C=2.O[CH2:45][CH2:46][CH:47]1[CH2:52][CH2:51][N:50]([C:53]([O:55][C:56]([CH3:59])([CH3:58])[CH3:57])=[O:54])[CH2:49][CH2:48]1.C1C=CC(P(C2C=CC=CC=2)C2C=CC=CC=2)=CC=1.CC(OC(/N=N/C(OC(C)C)=O)=O)C. (5) Given the product [NH:24]1[CH2:25][CH2:26][CH:21]([CH2:20][O:19][C:17](=[O:18])[NH:16][C:12]2[CH:13]=[C:14]([CH3:15])[N:10]([CH2:9][C:7]3[CH:8]=[C:3]([Cl:2])[CH:4]=[CH:5][C:6]=3[O:34][CH2:35][CH:36]([CH3:37])[CH3:38])[N:11]=2)[CH2:22][CH2:23]1, predict the reactants needed to synthesize it. The reactants are: Cl.[Cl:2][C:3]1[CH:4]=[CH:5][C:6]([O:34][CH2:35][CH:36]([CH3:38])[CH3:37])=[C:7]([CH2:9][N:10]2[C:14]([CH3:15])=[CH:13][C:12]([NH:16][C:17]([O:19][CH2:20][CH:21]3[CH2:26][CH2:25][N:24](C(OC(C)(C)C)=O)[CH2:23][CH2:22]3)=[O:18])=[N:11]2)[CH:8]=1. (6) Given the product [OH:13][C:3]1[CH:4]=[C:5]([CH:8]=[C:9]([N+:10]([O-:12])=[O:11])[C:2]=1[OH:1])[CH:6]=[O:7], predict the reactants needed to synthesize it. The reactants are: [OH:1][C:2]1[C:9]([N+:10]([O-:12])=[O:11])=[CH:8][C:5]([CH:6]=[O:7])=[CH:4][C:3]=1[O:13]C.[Cl-].[Al+3].[Cl-].[Cl-].N1C=CC=CC=1. (7) Given the product [F:1][C:2]1[CH:33]=[C:32]([NH:34][C:35](=[O:48])[CH2:36][C:37]([NH:39][C:40]2[CH:45]=[CH:44][CH:43]=[CH:42][C:41]=2[O:46][CH3:47])=[O:38])[CH:31]=[CH:30][C:3]=1[O:4][C:5]1[CH:10]=[CH:9][N:8]=[C:7]2[CH:11]=[C:12]([C:14]3[N:15]=[CH:16][N:17]([CH2:19][CH2:20][NH:21][CH3:22])[CH:18]=3)[S:13][C:6]=12, predict the reactants needed to synthesize it. The reactants are: [F:1][C:2]1[CH:33]=[C:32]([NH:34][C:35](=[O:48])[CH2:36][C:37]([NH:39][C:40]2[CH:45]=[CH:44][CH:43]=[CH:42][C:41]=2[O:46][CH3:47])=[O:38])[CH:31]=[CH:30][C:3]=1[O:4][C:5]1[CH:10]=[CH:9][N:8]=[C:7]2[CH:11]=[C:12]([C:14]3[N:15]=[CH:16][N:17]([CH2:19][CH2:20][N:21](C)[C:22](=O)OC(C)(C)C)[CH:18]=3)[S:13][C:6]=12.C(O)(C(F)(F)F)=O. (8) Given the product [C:31]([O:35][C:2]([N:22]1[C:18]2([CH3:23])[CH2:19][CH2:20][CH2:21][C:14]1([CH3:13])[CH2:15][C:16](=[O:24])[CH2:17]2)=[O:4])([CH3:34])([CH3:33])[CH3:32], predict the reactants needed to synthesize it. The reactants are: Cl[C:2](Cl)([O:4]C(=O)OC(Cl)(Cl)Cl)Cl.[CH3:13][C:14]12[NH:22][C:18]([CH3:23])([CH2:19][CH2:20][CH2:21]1)[CH2:17][C:16](=[O:24])[CH2:15]2.N1C=CC=CC=1.[C:31]([OH:35])([CH3:34])([CH3:33])[CH3:32].